Dataset: Forward reaction prediction with 1.9M reactions from USPTO patents (1976-2016). Task: Predict the product of the given reaction. Given the reactants [C:1]1([C:25]2[CH:30]=[CH:29][CH:28]=[CH:27][CH:26]=2)[CH:6]=[CH:5][C:4]([CH2:7][N:8]2[C:16](I)=[C:15]3[C:10]([N:11]([CH2:21][CH:22]([CH3:24])[CH3:23])[C:12](=[O:20])[N:13]([CH3:19])[C:14]3=[O:18])=[N:9]2)=[CH:3][CH:2]=1.[N:31]1[CH:36]=[CH:35][C:34]([NH2:37])=[CH:33][CH:32]=1.CC1(C)C2C(=C(P(C3C=CC=CC=3)C3C=CC=CC=3)C=CC=2)OC2C(P(C3C=CC=CC=3)C3C=CC=CC=3)=CC=CC1=2.C(O[K])(C)(C)C, predict the reaction product. The product is: [C:1]1([C:25]2[CH:30]=[CH:29][CH:28]=[CH:27][CH:26]=2)[CH:6]=[CH:5][C:4]([CH2:7][N:8]2[C:16]([NH:37][C:34]3[CH:35]=[CH:36][N:31]=[CH:32][CH:33]=3)=[C:15]3[C:10]([N:11]([CH2:21][CH:22]([CH3:24])[CH3:23])[C:12](=[O:20])[N:13]([CH3:19])[C:14]3=[O:18])=[N:9]2)=[CH:3][CH:2]=1.